This data is from Full USPTO retrosynthesis dataset with 1.9M reactions from patents (1976-2016). The task is: Predict the reactants needed to synthesize the given product. (1) Given the product [F:22][C:23]([F:34])([F:33])[C:24]1[CH:29]=[CH:28][C:27]([C:2]2[CH:3]=[C:4]3[C:9](=[CH:10][CH:11]=2)[N:8]=[CH:7][CH:6]=[C:5]3[S:12][C:13]2([C:17]([O:19][CH2:20][CH3:21])=[O:18])[CH2:16][CH2:15][CH2:14]2)=[CH:26][CH:25]=1, predict the reactants needed to synthesize it. The reactants are: Br[C:2]1[CH:3]=[C:4]2[C:9](=[CH:10][CH:11]=1)[N:8]=[CH:7][CH:6]=[C:5]2[S:12][C:13]1([C:17]([O:19][CH2:20][CH3:21])=[O:18])[CH2:16][CH2:15][CH2:14]1.[F:22][C:23]([F:34])([F:33])[C:24]1[CH:29]=[CH:28][C:27](B(O)O)=[CH:26][CH:25]=1.C(=O)([O-])[O-].[Na+].[Na+].O1CCOCC1. (2) Given the product [Ca:22].[CH2:1]([C:5]1[O:6][C:7]2[CH:13]=[CH:12][C:11]([NH:14][S:15]([CH3:18])(=[O:16])=[O:17])=[CH:10][C:8]=2[CH:9]=1)[CH2:2][CH2:3][CH3:4], predict the reactants needed to synthesize it. The reactants are: [CH2:1]([C:5]1[O:6][C:7]2[CH:13]=[CH:12][C:11]([NH:14][S:15]([CH3:18])(=[O:17])=[O:16])=[CH:10][C:8]=2[CH:9]=1)[CH2:2][CH2:3][CH3:4].[OH-].[K+].[Cl-].[Ca+2:22].[Cl-]. (3) Given the product [CH3:16][O:15][C:10]1[CH:11]=[C:12]2[C:7](=[CH:8][C:9]=1[O:17][CH3:18])[C:6]1=[CH:19][C:2]([O:29][C:24]3[CH:25]=[CH:26][CH:27]=[CH:28][C:23]=3[CH2:21][CH3:22])=[N:3][C:4](=[O:20])[N:5]1[CH2:14][CH2:13]2, predict the reactants needed to synthesize it. The reactants are: Cl[C:2]1[CH:19]=[C:6]2[C:7]3[C:12]([CH2:13][CH2:14][N:5]2[C:4](=[O:20])[N:3]=1)=[CH:11][C:10]([O:15][CH3:16])=[C:9]([O:17][CH3:18])[CH:8]=3.[CH2:21]([C:23]1[CH:28]=[CH:27][CH:26]=[CH:25][C:24]=1[OH:29])[CH3:22].C(=O)([O-])[O-].[K+].[K+]. (4) Given the product [CH3:11][C:12]([S@:15](/[N:17]=[C:8](/[C:4]1[CH:3]=[C:2]([CH3:1])[CH:7]=[CH:6][CH:5]=1)\[CH3:9])=[O:16])([CH3:14])[CH3:13], predict the reactants needed to synthesize it. The reactants are: [CH3:1][C:2]1[CH:3]=[C:4]([C:8](=O)[CH3:9])[CH:5]=[CH:6][CH:7]=1.[CH3:11][C:12]([S@:15]([NH2:17])=[O:16])([CH3:14])[CH3:13].